This data is from Forward reaction prediction with 1.9M reactions from USPTO patents (1976-2016). The task is: Predict the product of the given reaction. (1) Given the reactants [F:1][C:2]1[CH:7]=[CH:6][C:5]([CH:8]([C:12]2[CH:17]=[CH:16][C:15]([F:18])=[CH:14][CH:13]=2)[C:9]([OH:11])=O)=[CH:4][CH:3]=1.[NH2:19][CH2:20][CH2:21][CH2:22][N:23]1[CH2:28][CH2:27][CH:26]([C:29]2[CH:30]=[CH:31][C:32]([F:41])=[C:33]([NH:35][C:36](=[O:40])[CH:37]([CH3:39])[CH3:38])[CH:34]=2)[CH2:25][CH2:24]1, predict the reaction product. The product is: [F:18][C:15]1[CH:16]=[CH:17][C:12]([CH:8]([C:5]2[CH:4]=[CH:3][C:2]([F:1])=[CH:7][CH:6]=2)[C:9]([NH:19][CH2:20][CH2:21][CH2:22][N:23]2[CH2:24][CH2:25][CH:26]([C:29]3[CH:30]=[CH:31][C:32]([F:41])=[C:33]([NH:35][C:36](=[O:40])[CH:37]([CH3:39])[CH3:38])[CH:34]=3)[CH2:27][CH2:28]2)=[O:11])=[CH:13][CH:14]=1. (2) Given the reactants [Br:1][C:2]1[C:3]([CH2:9][CH2:10][CH3:11])=[CH:4][C:5](N)=[N:6][CH:7]=1.[BrH:12].BrBr.N([O-])=O.[Na+].[OH-].[Na+], predict the reaction product. The product is: [Br:12][C:5]1[CH:4]=[C:3]([CH2:9][CH2:10][CH3:11])[C:2]([Br:1])=[CH:7][N:6]=1. (3) Given the reactants [N:1]12[CH2:8][CH2:7][CH:4]([CH2:5][CH2:6]1)[C@@H:3]([O:9][C:10]([N:12]([CH2:19][C:20]1[CH:21]=[C:22]([CH:35]=[CH:36][CH:37]=1)[O:23][CH2:24][C:25]1[CH:34]=[CH:33][C:28]([C:29](OC)=[O:30])=[CH:27][CH:26]=1)[C:13]1[CH:18]=[CH:17][CH:16]=[CH:15][CH:14]=1)=[O:11])[CH2:2]2.[OH-].[Li+].Cl.Cl.[NH:42]1[CH2:45][CH:44]([C:46]([O:48][CH3:49])=[O:47])[CH2:43]1.Cl.CN(C)CCCN=C=NCC, predict the reaction product. The product is: [N:1]12[CH2:6][CH2:5][CH:4]([CH2:7][CH2:8]1)[C@@H:3]([O:9][C:10]([N:12]([CH2:19][C:20]1[CH:21]=[C:22]([CH:35]=[CH:36][CH:37]=1)[O:23][CH2:24][C:25]1[CH:34]=[CH:33][C:28]([C:29]([N:42]3[CH2:45][CH:44]([C:46]([O:48][CH3:49])=[O:47])[CH2:43]3)=[O:30])=[CH:27][CH:26]=1)[C:13]1[CH:18]=[CH:17][CH:16]=[CH:15][CH:14]=1)=[O:11])[CH2:2]2. (4) Given the reactants [S:1]([C:11]1[CH:19]=[CH:18][CH:17]=[CH:16][C:12]=1[C:13]([OH:15])=O)[C:2]1[CH:10]=[CH:9][C:5]([C:6]([OH:8])=[O:7])=[CH:4][CH:3]=1, predict the reaction product. The product is: [CH:4]1[C:3]2[C:13](=[O:15])[C:12]3[C:11](=[CH:19][CH:18]=[CH:17][CH:16]=3)[S:1][C:2]=2[CH:10]=[CH:9][C:5]=1[C:6]([OH:8])=[O:7]. (5) Given the reactants [C:1]([C:4]1[CH:5]=[N:6][CH:7]=[CH:8][CH:9]=1)(=O)[CH3:2].[CH3:10]OC(OC)N(C)C.[N+]([O-])(O)=O.[CH3:22][C:23]1[CH:28]=[CH:27][C:26]([N+:29]([O-:31])=[O:30])=[CH:25][C:24]=1[NH:32][C:33]([NH2:35])=[NH:34].[OH-].[Na+], predict the reaction product. The product is: [CH3:22][C:23]1[CH:28]=[CH:27][C:26]([N+:29]([O-:31])=[O:30])=[CH:25][C:24]=1[NH:32][C:33]1[N:35]=[C:1]([C:4]2[CH:5]=[N:6][CH:7]=[CH:8][CH:9]=2)[CH:2]=[CH:10][N:34]=1.